Dataset: Peptide-MHC class I binding affinity with 185,985 pairs from IEDB/IMGT. Task: Regression. Given a peptide amino acid sequence and an MHC pseudo amino acid sequence, predict their binding affinity value. This is MHC class I binding data. The peptide sequence is KPIPHRTVL. The MHC is HLA-B46:01 with pseudo-sequence HLA-B46:01. The binding affinity (normalized) is 0.0847.